This data is from Forward reaction prediction with 1.9M reactions from USPTO patents (1976-2016). The task is: Predict the product of the given reaction. (1) Given the reactants Cl[C:2]1[C:3](=[O:19])[N:4](C2CCCCO2)[N:5]=[CH:6][C:7]=1[O:8][CH:9]1[CH2:12][CH2:11][CH2:10]1.C[O:21][C:22](=[O:31])[CH:23](Br)[CH2:24][CH:25]1[CH2:29][CH2:28][CH2:27][CH2:26]1, predict the reaction product. The product is: [CH:9]1([O:8][C:7]2[CH:6]=[N:5][N:4]([CH:23]([CH2:24][CH:25]3[CH2:29][CH2:28][CH2:27][CH2:26]3)[C:22]([OH:21])=[O:31])[C:3](=[O:19])[CH:2]=2)[CH2:12][CH2:11][CH2:10]1. (2) Given the reactants [Cl:1][C:2]1[CH:3]=[C:4]([C@@H:8]2[C@@H:13]([C:14]3[CH:19]=[CH:18][C:17]([Cl:20])=[CH:16][CH:15]=3)[N:12]([C@@H:21]([CH2:29][CH3:30])/[CH:22]=[CH:23]/[S:24]([CH2:27][CH3:28])(=[O:26])=[O:25])[C:11](=[O:31])[C@:10]([CH2:33][CH:34]3[CH2:38][O:37][C:36]([CH3:40])([CH3:39])[O:35]3)([CH3:32])[CH2:9]2)[CH:5]=[CH:6][CH:7]=1, predict the reaction product. The product is: [Cl:1][C:2]1[CH:3]=[C:4]([C@@H:8]2[C@@H:13]([C:14]3[CH:15]=[CH:16][C:17]([Cl:20])=[CH:18][CH:19]=3)[N:12]([C@@H:21]([CH2:29][CH3:30])[CH2:22][CH2:23][S:24]([CH2:27][CH3:28])(=[O:25])=[O:26])[C:11](=[O:31])[C@:10]([CH2:33][CH:34]3[CH2:38][O:37][C:36]([CH3:40])([CH3:39])[O:35]3)([CH3:32])[CH2:9]2)[CH:5]=[CH:6][CH:7]=1. (3) Given the reactants [CH2:1]([C:3]1[NH:4][CH:5]=[CH:6][CH:7]=1)[CH3:2].[CH3:8][C:9]1[CH:10]=[C:11]([S:16](Cl)(=[O:18])=[O:17])[CH:12]=[C:13]([CH3:15])[CH:14]=1.[H-].[Na+], predict the reaction product. The product is: [CH3:15][C:13]1[CH:12]=[C:11]([S:16]([N:4]2[CH:5]=[CH:6][CH:7]=[C:3]2[CH2:1][CH3:2])(=[O:17])=[O:18])[CH:10]=[C:9]([CH3:8])[CH:14]=1. (4) Given the reactants [Li+].CC([N-]C(C)C)C.[CH2:9]([SnH:13]([CH2:18][CH2:19][CH2:20][CH3:21])[CH2:14][CH2:15][CH2:16][CH3:17])[CH2:10][CH2:11][CH3:12].C([SnH](CCCC)CCCC)CCC.[Li].Br[C:37]([C:39]([F:42])([F:41])[F:40])=[CH2:38], predict the reaction product. The product is: [CH2:18]([Sn:13]([CH2:9][CH2:10][CH2:11][CH3:12])([CH2:14][CH2:15][CH2:16][CH3:17])[C:37]([C:39]([F:42])([F:41])[F:40])=[CH2:38])[CH2:19][CH2:20][CH3:21].